From a dataset of Catalyst prediction with 721,799 reactions and 888 catalyst types from USPTO. Predict which catalyst facilitates the given reaction. (1) Product: [C:1]([O:5][C:6]([N:8]1[CH2:17][C:16](=[O:18])[C:15]2[C:10](=[CH:11][CH:12]=[C:13]([O:19][CH2:20][CH:21]3[CH2:22][CH2:23]3)[CH:14]=2)[CH2:9]1)=[O:7])([CH3:4])([CH3:2])[CH3:3]. Reactant: [C:1]([O:5][C:6]([N:8]1[CH2:17][CH:16]([OH:18])[C:15]2[C:10](=[CH:11][CH:12]=[C:13]([O:19][CH2:20][CH:21]3[CH2:23][CH2:22]3)[CH:14]=2)[CH2:9]1)=[O:7])([CH3:4])([CH3:3])[CH3:2].CC(OI1(OC(C)=O)(OC(C)=O)OC(=O)C2C=CC=CC1=2)=O. The catalyst class is: 34. (2) Reactant: [F:1][C:2]1([C:6]([C:8]2[CH:13]=[CH:12][CH:11]=[CH:10][CH:9]=2)=[O:7])[CH2:5][CH2:4][CH2:3]1.[BH4-].[Na+].O. Product: [F:1][C:2]1([CH:6]([C:8]2[CH:13]=[CH:12][CH:11]=[CH:10][CH:9]=2)[OH:7])[CH2:5][CH2:4][CH2:3]1. The catalyst class is: 5. (3) Reactant: [CH2:1]([N:8]1[C:16]2[C:11](=[C:12]([O:17]CC3C=CC=CC=3)[CH:13]=[CH:14][CH:15]=2)[CH:10]=[C:9]1[CH3:25])[C:2]1[CH:7]=[CH:6][CH:5]=[CH:4][CH:3]=1. Product: [CH2:1]([N:8]1[C:16]2[CH:15]=[CH:14][CH:13]=[C:12]([OH:17])[C:11]=2[CH:10]=[C:9]1[CH3:25])[C:2]1[CH:3]=[CH:4][CH:5]=[CH:6][CH:7]=1. The catalyst class is: 381. (4) Reactant: [S:1]([OH:5])([OH:4])(=[O:3])=[O:2].CS[C:8](=[NH:10])[NH2:9].[CH3:11][N:12]1[CH2:17][CH2:16][NH:15][CH2:14][CH2:13]1. Product: [S:1]([OH:5])([OH:4])(=[O:3])=[O:2].[CH3:11][N:12]1[CH2:17][CH2:16][N:15]([C:8]([NH2:10])=[NH:9])[CH2:14][CH2:13]1. The catalyst class is: 6.